This data is from Full USPTO retrosynthesis dataset with 1.9M reactions from patents (1976-2016). The task is: Predict the reactants needed to synthesize the given product. (1) Given the product [F:8][C:4]1[CH:5]=[CH:6][CH:7]=[C:2]([F:1])[C:3]=1[C:9]1[C:18]2[CH:17]=[C:16]([C:19]#[N:20])[CH:15]=[CH:14][C:13]=2[C:12]2[NH:21][N:22]=[C:23]([NH:24][CH:25]3[CH2:30][CH2:29][N:28]([S:31]([CH3:34])(=[O:32])=[O:33])[CH2:27][CH2:26]3)[C:11]=2[N:10]=1, predict the reactants needed to synthesize it. The reactants are: [F:1][C:2]1[CH:7]=[CH:6][CH:5]=[C:4]([F:8])[C:3]=1[C:9]1[C:18]2[CH:17]=[C:16]([C:19]#[N:20])[CH:15]=[CH:14][C:13]=2[C:12]2[N:21](COCC[Si](C)(C)C)[N:22]=[C:23]([NH:24][CH:25]3[CH2:30][CH2:29][N:28]([S:31]([CH3:34])(=[O:33])=[O:32])[CH2:27][CH2:26]3)[C:11]=2[N:10]=1.O.[OH-].[Na+]. (2) Given the product [CH2:21]([O:25][CH2:26][CH2:27][O:28][C:29]1[CH:30]=[CH:31][C:32]([C:2]2[CH:20]=[N:19][C:5]3[N:6]([CH2:16][CH2:17][CH3:18])[CH2:7][CH2:8][CH2:9][C:10]([C:12]([O:14][CH3:15])=[O:13])=[CH:11][C:4]=3[CH:3]=2)=[CH:33][CH:34]=1)[CH2:22][CH2:23][CH3:24], predict the reactants needed to synthesize it. The reactants are: Br[C:2]1[CH:20]=[N:19][C:5]2[N:6]([CH2:16][CH2:17][CH3:18])[CH2:7][CH2:8][CH2:9][C:10]([C:12]([O:14][CH3:15])=[O:13])=[CH:11][C:4]=2[CH:3]=1.[CH2:21]([O:25][CH2:26][CH2:27][O:28][C:29]1[CH:34]=[CH:33][C:32](OB(O)O)=[CH:31][CH:30]=1)[CH2:22][CH2:23][CH3:24].C(=O)([O-])[O-].[K+].[K+]. (3) Given the product [CH2:23]([O:22][C:20](=[O:21])[C:19]([C:9]([C:3]1[C:2]([Cl:1])=[CH:7][CH:6]=[C:5]([Cl:8])[N:4]=1)=[O:11])=[CH:18][N:17]([CH3:25])[CH3:16])[CH3:24], predict the reactants needed to synthesize it. The reactants are: [Cl:1][C:2]1[C:3]([C:9]([OH:11])=O)=[N:4][C:5]([Cl:8])=[CH:6][CH:7]=1.S(Cl)(Cl)=O.[CH3:16][N:17]([CH3:25])[CH:18]=[CH:19][C:20]([O:22][CH2:23][CH3:24])=[O:21].C(N(CC)CC)C. (4) The reactants are: Cl.[CH3:2][N:3](C)[CH2:4][CH2:5][CH2:6][N:7]=C=NCC.O.ON1[C:19]2[CH:20]=[CH:21][CH:22]=[CH:23][C:18]=2N=N1.CN1CC[O:28]CC1.[CH2:31]([O:38][C:39]([CH:41]([CH2:51][CH2:52][C:53]1[CH:58]=[CH:57][CH:56]=[CH:55][CH:54]=1)[CH2:42][C:43]1([C:48]([OH:50])=O)[CH2:47][CH2:46][CH2:45][CH2:44]1)=[O:40])C1C=CC=CC=1. Given the product [CH3:2][NH:3][C:4](=[O:28])[CH2:5][CH2:6][NH:7][C:48]([C:43]1([CH2:42][CH:41]([CH2:51][CH2:52][C:53]2[CH:54]=[CH:55][CH:56]=[CH:57][CH:58]=2)[C:39]([O:38][CH2:31][C:18]2[CH:23]=[CH:22][CH:21]=[CH:20][CH:19]=2)=[O:40])[CH2:44][CH2:45][CH2:46][CH2:47]1)=[O:50], predict the reactants needed to synthesize it. (5) Given the product [F:16][C:12]1[CH:11]=[C:10]([CH2:9][C:8]([C:18]2[CH:19]=[N:20][CH:21]=[N:22][CH:23]=2)([C:5]2[CH:4]=[CH:3][C:2]([C:30]3[CH:29]=[CH:28][C:27]([O:26][C:25]([F:24])([F:36])[F:37])=[CH:32][CH:31]=3)=[CH:7][N:6]=2)[OH:17])[CH:15]=[CH:14][CH:13]=1, predict the reactants needed to synthesize it. The reactants are: Br[C:2]1[CH:3]=[CH:4][C:5]([C:8]([C:18]2[CH:19]=[N:20][CH:21]=[N:22][CH:23]=2)([OH:17])[CH2:9][C:10]2[CH:15]=[CH:14][CH:13]=[C:12]([F:16])[CH:11]=2)=[N:6][CH:7]=1.[F:24][C:25]([F:37])([F:36])[O:26][C:27]1[CH:32]=[CH:31][C:30](B(O)O)=[CH:29][CH:28]=1. (6) Given the product [C:1]([C:5]1[CH:6]=[CH:7][C:8]([CH3:20])=[C:9]([CH:19]=1)[O:10][C:11]1[S:12][CH:13]=[C:14]([C:16]([NH:21][C:22]2[C:27]([O:28][CH3:29])=[N:26][C:25]([NH:30][CH2:31][CH2:32][C:33]([O:35][CH2:36][CH3:37])=[O:34])=[N:24][C:23]=2[O:38][CH3:39])=[O:18])[N:15]=1)([CH3:2])([CH3:3])[CH3:4], predict the reactants needed to synthesize it. The reactants are: [C:1]([C:5]1[CH:6]=[CH:7][C:8]([CH3:20])=[C:9]([CH:19]=1)[O:10][C:11]1[S:12][CH:13]=[C:14]([C:16]([OH:18])=O)[N:15]=1)([CH3:4])([CH3:3])[CH3:2].[NH2:21][C:22]1[C:23]([O:38][CH3:39])=[N:24][C:25]([NH:30][CH2:31][CH2:32][C:33]([O:35][CH2:36][CH3:37])=[O:34])=[N:26][C:27]=1[O:28][CH3:29].C(N(CC)CC)C.CN(C(ON1N=NC2C=CC=CC1=2)=[N+](C)C)C.F[P-](F)(F)(F)(F)F.C(=O)(O)[O-].[Na+]. (7) Given the product [BrH:10].[Br:10][CH2:2][C:1]([C:4]1[CH:9]=[CH:8][CH:7]=[CH:6][N:5]=1)=[O:3], predict the reactants needed to synthesize it. The reactants are: [C:1]([C:4]1[CH:9]=[CH:8][CH:7]=[CH:6][N:5]=1)(=[O:3])[CH3:2].[BrH:10].BrBr. (8) Given the product [CH3:19][S:20][C:2]1[CH:3]=[C:4]([N+:15]([O-:17])=[O:16])[CH:5]=[C:6]2[C:11]=1[NH:10][CH:9]=[C:8]([C:12]#[N:13])[C:7]2=[O:14], predict the reactants needed to synthesize it. The reactants are: F[C:2]1[CH:3]=[C:4]([N+:15]([O-:17])=[O:16])[CH:5]=[C:6]2[C:11]=1[N:10]=[CH:9][C:8]([C:12]#[N:13])=[C:7]2[OH:14].C(S)[CH2:19][S:20]([O-])(=O)=O.[Na+].Cl.